Predict the reactants needed to synthesize the given product. From a dataset of Full USPTO retrosynthesis dataset with 1.9M reactions from patents (1976-2016). (1) Given the product [Cl:10][C:11]1[CH:16]=[CH:15][C:14]([Cl:17])=[CH:13][C:12]=1[S:18]([NH:4][C:3]1[CH:5]=[CH:6][C:7]([I:9])=[CH:8][C:2]=1[F:1])(=[O:20])=[O:19], predict the reactants needed to synthesize it. The reactants are: [F:1][C:2]1[CH:8]=[C:7]([I:9])[CH:6]=[CH:5][C:3]=1[NH2:4].[Cl:10][C:11]1[CH:16]=[CH:15][C:14]([Cl:17])=[CH:13][C:12]=1[S:18](Cl)(=[O:20])=[O:19]. (2) Given the product [NH2:5][C:4](=[N:6][O:7][CH:19]=[CH:18][C:17]([O:21][CH2:22][CH3:23])=[O:20])[CH2:3][C:2]([F:9])([F:8])[F:1], predict the reactants needed to synthesize it. The reactants are: [F:1][C:2]([F:9])([F:8])[CH2:3][C:4](=[N:6][OH:7])[NH2:5].CCN(CC)CC.[C:17]([O:21][CH2:22][CH3:23])(=[O:20])[C:18]#[CH:19]. (3) Given the product [CH:9]1([C:12]2[NH:16][C:15]3[CH:24]=[C:25]([C:36]4[C:37]([CH3:42])=[N:38][O:39][C:40]=4[CH3:41])[CH:26]=[C:27]([C:28]([C:1]4[CH:6]=[CH:5][CH:4]=[CH:3][CH:2]=4)([C:30]4[N:35]=[CH:34][CH:33]=[CH:32][N:31]=4)[OH:29])[C:14]=3[N:13]=2)[CH2:11][CH2:10]1, predict the reactants needed to synthesize it. The reactants are: [C:1]1([Mg]Br)[CH:6]=[CH:5][CH:4]=[CH:3][CH:2]=1.[CH:9]1([C:12]2[N:16](C(OC(C)(C)C)=O)[C:15]3[CH:24]=[C:25]([C:36]4[C:37]([CH3:42])=[N:38][O:39][C:40]=4[CH3:41])[CH:26]=[C:27]([C:28]([C:30]4[N:35]=[CH:34][CH:33]=[CH:32][N:31]=4)=[O:29])[C:14]=3[N:13]=2)[CH2:11][CH2:10]1. (4) The reactants are: [C:1]([N:4]1[C:12]2[C:7](=[CH:8][CH:9]=[C:10]([S:13](O)(=[O:15])=[O:14])[CH:11]=2)[C:6]([CH3:18])([CH3:17])[CH2:5]1)(=[O:3])[CH3:2].O=P(Cl)(Cl)[Cl:21]. Given the product [C:1]([N:4]1[C:12]2[C:7](=[CH:8][CH:9]=[C:10]([S:13]([Cl:21])(=[O:15])=[O:14])[CH:11]=2)[C:6]([CH3:18])([CH3:17])[CH2:5]1)(=[O:3])[CH3:2], predict the reactants needed to synthesize it. (5) Given the product [CH3:14][N:15]([CH3:17])/[CH:16]=[CH:2]/[C:1]([C:4]1[CH:5]=[C:6]([NH:10][C:11](=[O:13])[CH3:12])[CH:7]=[CH:8][CH:9]=1)=[O:3], predict the reactants needed to synthesize it. The reactants are: [C:1]([C:4]1[CH:5]=[C:6]([NH:10][C:11](=[O:13])[CH3:12])[CH:7]=[CH:8][CH:9]=1)(=[O:3])[CH3:2].[CH3:14][N:15]([CH:17](OC)OC)[CH3:16]. (6) Given the product [O:48]1[C:44]2([CH2:49][CH2:50][N:41]([CH2:39][CH2:38][O:1][C:2]3[CH:36]=[CH:35][C:5]([CH2:6][CH2:8][NH:9][C:10]4[CH:15]=[C:14]([O:16][CH3:17])[CH:13]=[CH:12][C:11]=4[CH:18]4[CH2:27][CH2:26][C:25]5[CH:24]=[C:23]([OH:28])[CH:22]=[CH:21][C:20]=5[CH2:19]4)=[CH:4][CH:3]=3)[CH2:42][CH2:43]2)[O:45][CH2:46][CH2:47]1, predict the reactants needed to synthesize it. The reactants are: [OH:1][C:2]1[CH:36]=[CH:35][C:5]([C:6]([CH2:8][NH:9][C:10]2[CH:15]=[C:14]([O:16][CH3:17])[CH:13]=[CH:12][C:11]=2[CH:18]2[CH2:27][CH2:26][C:25]3[CH:24]=[C:23]([O:28]C(=O)C(C)(C)C)[CH:22]=[CH:21][C:20]=3[CH2:19]2)=O)=[CH:4][CH:3]=1.Cl[CH2:38][C:39]([N:41]1[CH2:50][CH2:49][C:44]2([O:48][CH2:47][CH2:46][O:45]2)[CH2:43][CH2:42]1)=O.